From a dataset of Catalyst prediction with 721,799 reactions and 888 catalyst types from USPTO. Predict which catalyst facilitates the given reaction. Reactant: [CH3:1][C:2]1[CH:3]=[C:4]([CH2:19]O)[CH:5]=[C:6]([O:8][C:9]2[CH:14]=[CH:13][C:12]([C:15]([F:18])([F:17])[F:16])=[CH:11][N:10]=2)[CH:7]=1.S(Cl)([Cl:23])=O. Product: [Cl:23][CH2:19][C:4]1[CH:5]=[C:6]([CH:7]=[C:2]([CH3:1])[CH:3]=1)[O:8][C:9]1[CH:14]=[CH:13][C:12]([C:15]([F:18])([F:17])[F:16])=[CH:11][N:10]=1. The catalyst class is: 2.